From a dataset of Full USPTO retrosynthesis dataset with 1.9M reactions from patents (1976-2016). Predict the reactants needed to synthesize the given product. (1) Given the product [C:29]1([CH:15]([C:17]2[CH:22]=[CH:21][CH:20]=[C:19]([C:23]3[CH:28]=[CH:27][CH:26]=[CH:25][N:24]=3)[CH:18]=2)[C:14]2[CH:13]=[CH:12][CH:11]=[C:10]([C:35]3[CH:40]=[CH:39][CH:38]=[CH:37][CH:36]=3)[C:9]=2[OH:8])[CH:30]=[CH:31][CH:32]=[CH:33][CH:34]=1, predict the reactants needed to synthesize it. The reactants are: C([O:8][C:9]1[C:14]([C:15]([C:29]2[CH:34]=[CH:33][CH:32]=[CH:31][CH:30]=2)([C:17]2[CH:22]=[CH:21][CH:20]=[C:19]([C:23]3[CH:28]=[CH:27][CH:26]=[CH:25][N:24]=3)[CH:18]=2)O)=[CH:13][CH:12]=[CH:11][C:10]=1[C:35]1[CH:40]=[CH:39][CH:38]=[CH:37][CH:36]=1)C1C=CC=CC=1. (2) Given the product [C:1]([O:5][C:6](=[O:15])[NH:7][C@H:8]1[CH2:9][CH2:10][C@H:11]([NH:14][C:22]([NH:21][C:19]([O:18][CH2:16][CH3:17])=[O:20])=[S:23])[CH2:12][CH2:13]1)([CH3:4])([CH3:2])[CH3:3], predict the reactants needed to synthesize it. The reactants are: [C:1]([O:5][C:6](=[O:15])[NH:7][CH:8]1[CH2:13][CH2:12][CH:11]([NH2:14])[CH2:10][CH2:9]1)([CH3:4])([CH3:3])[CH3:2].[CH2:16]([O:18][C:19]([N:21]=[C:22]=[S:23])=[O:20])[CH3:17]. (3) The reactants are: [C:1]([C:3]1[CH:28]=[C:27]([CH3:29])[C:6]([C:7]([NH:9][CH2:10][CH2:11][C@H:12]([N:14]2[CH2:19][CH2:18][CH:17]([NH:20][CH2:21][C:22]3[CH:26]=[CH:25][S:24][CH:23]=3)[CH2:16][CH2:15]2)[CH3:13])=[O:8])=[C:5]([CH3:30])[N:4]=1)#[N:2].Cl.[NH2:32][OH:33]. Given the product [OH:33][NH:32][C:1]([C:3]1[CH:28]=[C:27]([CH3:29])[C:6]([C:7]([NH:9][CH2:10][CH2:11][C@H:12]([N:14]2[CH2:19][CH2:18][CH:17]([NH:20][CH2:21][C:22]3[CH:26]=[CH:25][S:24][CH:23]=3)[CH2:16][CH2:15]2)[CH3:13])=[O:8])=[C:5]([CH3:30])[N:4]=1)=[NH:2], predict the reactants needed to synthesize it. (4) The reactants are: Br[C:2]1[CH:7]=[CH:6][CH:5]=[CH:4][C:3]=1[C:8]1[N:12]([S:13]([C:16]2[CH:17]=[N:18][CH:19]=[CH:20][CH:21]=2)(=[O:15])=[O:14])[CH:11]=[C:10]([CH:22]=[O:23])[CH:9]=1.O.[CH3:25][N:26](C)C=O. Given the product [CH:22]([C:10]1[CH:9]=[C:8]([C:3]2[CH:4]=[CH:5][CH:6]=[CH:7][C:2]=2[C:25]#[N:26])[N:12]([S:13]([C:16]2[CH:17]=[N:18][CH:19]=[CH:20][CH:21]=2)(=[O:15])=[O:14])[CH:11]=1)=[O:23], predict the reactants needed to synthesize it. (5) The reactants are: [C:1]1([C:7]2[CH:12]=[CH:11][C:10]([CH:13]([NH:23][C:24]([NH:26][C:27]3[CH:32]=[C:31]([Cl:33])[CH:30]=[C:29]([Cl:34])[CH:28]=3)=[O:25])[C:14]3[CH:22]=[CH:21][C:17](C(O)=O)=[CH:16][CH:15]=3)=[CH:9][CH:8]=2)[CH2:6][CH2:5][CH2:4][CH2:3][CH:2]=1.CCN=C=NCCCN(C)C.C1C=CC2N(O)N=NC=2C=1.FC(F)(F)[C:58]([O-])=[O:59].CC1(C)[O:68][C@@H:67]([CH2:69][NH3+:70])[C:66](=[O:71])[O:65]1.C(N(C(C)C)CC)(C)C. Given the product [C:1]1([C:7]2[CH:12]=[CH:11][C:10]([CH:13]([NH:23][C:24]([NH:26][C:27]3[CH:32]=[C:31]([Cl:33])[CH:30]=[C:29]([Cl:34])[CH:28]=3)=[O:25])[C:14]3[CH:22]=[CH:21][C:17]([C:58]([NH:70][CH2:69][C@H:67]([OH:68])[C:66]([OH:65])=[O:71])=[O:59])=[CH:16][CH:15]=3)=[CH:9][CH:8]=2)[CH2:6][CH2:5][CH2:4][CH2:3][CH:2]=1, predict the reactants needed to synthesize it. (6) Given the product [CH3:3][O:4][C:5](=[O:26])[C@@H:6]([CH:16]([O:25][CH3:27])[C:17]([N:19]1[CH2:24][CH2:23][O:22][CH2:21][CH2:20]1)=[O:18])[CH2:7][CH2:8][CH2:9][C:10]1[CH:15]=[CH:14][CH:13]=[CH:12][CH:11]=1, predict the reactants needed to synthesize it. The reactants are: [H-].[Na+].[CH3:3][O:4][C:5](=[O:26])[C@@H:6]([C@H:16]([OH:25])[C:17]([N:19]1[CH2:24][CH2:23][O:22][CH2:21][CH2:20]1)=[O:18])[CH2:7][CH2:8][CH2:9][C:10]1[CH:15]=[CH:14][CH:13]=[CH:12][CH:11]=1.[CH3:27]I. (7) Given the product [NH2:1][C:4]1[CH:9]=[CH:8][C:7]([Cl:10])=[CH:6][C:5]=1[C:11]1[S:12][C:13]2[CH:19]=[CH:18][CH:17]=[CH:16][C:14]=2[N:15]=1, predict the reactants needed to synthesize it. The reactants are: [N+:1]([C:4]1[CH:9]=[CH:8][C:7]([Cl:10])=[CH:6][C:5]=1[C:11]1[S:12][C:13]2[CH:19]=[CH:18][CH:17]=[CH:16][C:14]=2[N:15]=1)([O-])=O.O.O.Cl[Sn]Cl.